From a dataset of TCR-epitope binding with 47,182 pairs between 192 epitopes and 23,139 TCRs. Binary Classification. Given a T-cell receptor sequence (or CDR3 region) and an epitope sequence, predict whether binding occurs between them. (1) The epitope is FVRATATIPI. The TCR CDR3 sequence is CASSFGQATGGFGYTF. Result: 0 (the TCR does not bind to the epitope). (2) The epitope is TSNQVAVLY. The TCR CDR3 sequence is CAWSFLDVTAGTEAFF. Result: 0 (the TCR does not bind to the epitope). (3) The epitope is GILGFVFTL. The TCR CDR3 sequence is CSARTGGMFYNEQFF. Result: 1 (the TCR binds to the epitope). (4) The epitope is IVTDFSVIK. The TCR CDR3 sequence is CASSESYEQYF. Result: 1 (the TCR binds to the epitope). (5) The epitope is RTLNAWVKV. The TCR CDR3 sequence is CASSQDQLAGYNEQFF. Result: 0 (the TCR does not bind to the epitope). (6) The TCR CDR3 sequence is CASSSGTANTGELFF. The epitope is GPGHKARVL. Result: 0 (the TCR does not bind to the epitope).